Task: Predict the reactants needed to synthesize the given product.. Dataset: Full USPTO retrosynthesis dataset with 1.9M reactions from patents (1976-2016) (1) Given the product [CH3:11][C:10]1[CH2:9][S:15](=[O:17])(=[O:16])[CH2:13][C:12]=1[CH3:14], predict the reactants needed to synthesize it. The reactants are: C1(C=CC(O)=CC=1)O.[CH3:9][C:10]([C:12]([CH3:14])=[CH2:13])=[CH2:11].[S:15](=[O:17])=[O:16]. (2) Given the product [CH3:1][O:2][C:3](=[O:17])[C:4]1[CH:9]=[C:8]([C:10]#[C:11][Si:12]([CH3:15])([CH3:14])[CH3:13])[C:7]([NH:16][C:24](=[O:26])[CH3:25])=[N:6][CH:5]=1, predict the reactants needed to synthesize it. The reactants are: [CH3:1][O:2][C:3](=[O:17])[C:4]1[CH:9]=[C:8]([C:10]#[C:11][Si:12]([CH3:15])([CH3:14])[CH3:13])[C:7]([NH2:16])=[N:6][CH:5]=1.N1C=CC=CC=1.[C:24](Cl)(=[O:26])[CH3:25]. (3) Given the product [CH3:14][O:15][C:16](=[O:23])[CH2:17][CH2:18][CH:19]([N+:20]([O-:22])=[O:21])[CH:12]([OH:13])[CH2:11][CH2:10][CH2:9][O:8][CH2:1][C:2]1[CH:7]=[CH:6][CH:5]=[CH:4][CH:3]=1, predict the reactants needed to synthesize it. The reactants are: [CH2:1]([O:8][CH2:9][CH2:10][CH2:11][CH:12]=[O:13])[C:2]1[CH:7]=[CH:6][CH:5]=[CH:4][CH:3]=1.[CH3:14][O:15][C:16](=[O:23])[CH2:17][CH2:18][CH2:19][N+:20]([O-:22])=[O:21].C1C[C@H]2N(C[C@H]3[C@@H]4CCCCN4C[C@@H]2C3)CC1. (4) Given the product [CH3:18][C:15]1[CH:16]=[CH:17][C:12]([NH:11][C:4]2[C:5]([C:8]([NH2:10])=[O:9])=[N:6][NH:7][C:2](=[O:22])[CH:3]=2)=[N:13][C:14]=1[CH3:19], predict the reactants needed to synthesize it. The reactants are: Cl[C:2]1[N:7]=[N:6][C:5]([C:8]([NH2:10])=[O:9])=[C:4]([NH:11][C:12]2[CH:17]=[CH:16][C:15]([CH3:18])=[C:14]([CH3:19])[N:13]=2)[CH:3]=1.CC(O)=[O:22].C([O-])(=O)C.[Na+].O. (5) Given the product [CH3:37][C:32]1[CH:31]=[C:30]([C:26]2[CH:25]=[C:24]([C:22]3[CH2:21][C:20](=[O:38])[NH:19][C:9]4[CH:10]=[C:11]([C:15]([F:16])([F:17])[F:18])[C:12]([F:14])=[CH:13][C:8]=4[N:7]=3)[CH:29]=[CH:28][CH:27]=2)[CH:35]=[C:34]([CH3:36])[N:33]=1, predict the reactants needed to synthesize it. The reactants are: C(OC(=O)[NH:7][C:8]1[CH:13]=[C:12]([F:14])[C:11]([C:15]([F:18])([F:17])[F:16])=[CH:10][C:9]=1[NH:19][C:20](=[O:38])[CH2:21][C:22]([C:24]1[CH:29]=[CH:28][CH:27]=[C:26]([C:30]2[CH:35]=[C:34]([CH3:36])[N:33]=[C:32]([CH3:37])[CH:31]=2)[CH:25]=1)=O)(C)(C)C.C(O)(C(F)(F)F)=O. (6) Given the product [Br:13][C:14]1[C:18]([C:2](=[O:8])[C:3]([O:5][CH2:6][CH3:7])=[O:4])=[C:17]([CH3:19])[S:16][C:15]=1[Cl:20], predict the reactants needed to synthesize it. The reactants are: Cl[C:2](=[O:8])[C:3]([O:5][CH2:6][CH3:7])=[O:4].[Cl-].[Al+3].[Cl-].[Cl-].[Br:13][C:14]1[CH:18]=[C:17]([CH3:19])[S:16][C:15]=1[Cl:20].O. (7) Given the product [C:24]([NH:28][C:21]([C:18]1[CH:17]=[N:16][C:15]([O:14][CH2:13][C:3]2[C:4]([C:7]3[CH:8]=[CH:9][CH:10]=[CH:11][CH:12]=3)=[N:5][O:6][C:2]=2[CH3:1])=[CH:20][N:19]=1)=[O:23])([CH3:27])([CH3:26])[CH3:25], predict the reactants needed to synthesize it. The reactants are: [CH3:1][C:2]1[O:6][N:5]=[C:4]([C:7]2[CH:12]=[CH:11][CH:10]=[CH:9][CH:8]=2)[C:3]=1[CH2:13][O:14][C:15]1[N:16]=[CH:17][C:18]([C:21]([OH:23])=O)=[N:19][CH:20]=1.[C:24]([NH2:28])([CH3:27])([CH3:26])[CH3:25]. (8) Given the product [Cl:7][C:8]1[N:9]=[CH:10][C:11]([C:12]([N:1]2[CH2:6][CH2:5][O:4][CH2:3][CH2:2]2)=[O:13])=[CH:15][CH:16]=1, predict the reactants needed to synthesize it. The reactants are: [NH:1]1[CH2:6][CH2:5][O:4][CH2:3][CH2:2]1.[Cl:7][C:8]1[CH:16]=[CH:15][C:11]([C:12](Cl)=[O:13])=[CH:10][N:9]=1. (9) Given the product [CH2:12]([C:11]1([CH2:16][CH:17]([CH3:19])[CH3:18])[C:25]2[CH:24]=[CH:23][S:22][C:21]=2[C:7]2[S:6][CH:10]=[CH:9][C:8]1=2)[CH:13]([CH3:15])[CH3:14], predict the reactants needed to synthesize it. The reactants are: OS(O)(=O)=O.[S:6]1[CH:10]=[CH:9][C:8]([C:11](O)([CH2:16][CH:17]([CH3:19])[CH3:18])[CH2:12][CH:13]([CH3:15])[CH3:14])=[C:7]1[C:21]1[S:22][CH:23]=[CH:24][CH:25]=1.C(Cl)Cl. (10) Given the product [F:1][C:2]1[CH:7]=[CH:6][C:5]([F:8])=[CH:4][C:3]=1[C:9]12[O:24][CH:18]1[CH2:17][C:12]1([O:13][CH2:14][CH2:15][O:16]1)[CH2:11][CH2:10]2, predict the reactants needed to synthesize it. The reactants are: [F:1][C:2]1[CH:7]=[CH:6][C:5]([F:8])=[CH:4][C:3]=1[C:9]1[CH2:18][CH2:17][C:12]2([O:16][CH2:15][CH2:14][O:13]2)[CH2:11][CH:10]=1.ClC1C=C(C=CC=1)C(OO)=[O:24].